This data is from Catalyst prediction with 721,799 reactions and 888 catalyst types from USPTO. The task is: Predict which catalyst facilitates the given reaction. (1) The catalyst class is: 11. Product: [C:7]([OH:9])(=[O:8])[C:1]1[CH:6]=[CH:5][CH:4]=[CH:3][CH:2]=1. Reactant: [CH:1]1([C:7]([OH:9])=[O:8])[CH2:6][CH2:5][CH2:4][CH2:3][CH2:2]1. (2) Reactant: [Br:1][C:2]1[CH:7]=[C:6]([N+:8]([O-:10])=[O:9])[CH:5]=[C:4]([Br:11])[C:3]=1[OH:12].N1C=CC=CC=1.[S:19](O[S:19]([C:22]([F:25])([F:24])[F:23])(=[O:21])=[O:20])([C:22]([F:25])([F:24])[F:23])(=[O:21])=[O:20]. Product: [O:12]([C:3]1[C:2]([Br:1])=[CH:7][C:6]([N+:8]([O-:10])=[O:9])=[CH:5][C:4]=1[Br:11])[S:19]([C:22]([F:25])([F:24])[F:23])(=[O:21])=[O:20]. The catalyst class is: 2. (3) Reactant: C(OC([N:8]1[C:16]2[C:11](=[CH:12][CH:13]=[CH:14][CH:15]=2)[CH:10]=[C:9]1[C:17]1[C:22]([Cl:23])=[N:21][CH:20]=[CH:19][N:18]=1)=O)(C)(C)C. Product: [Cl:23][C:22]1[C:17]([C:9]2[NH:8][C:16]3[C:11]([CH:10]=2)=[CH:12][CH:13]=[CH:14][CH:15]=3)=[N:18][CH:19]=[CH:20][N:21]=1. The catalyst class is: 157. (4) Reactant: [C:1]([CH2:3][C:4]1[CH:9]=[CH:8][CH:7]=[CH:6][C:5]=1[NH:10][C:11](=O)[C:12]1[CH:17]=[CH:16][CH:15]=[N:14][CH:13]=1)#[N:2].C([O-])([O-])=O.[Cs+].[Cs+].I[CH2:26][CH3:27]. Product: [CH2:26]([N:10]1[C:5]2[C:4](=[CH:9][CH:8]=[CH:7][CH:6]=2)[C:3]([C:1]#[N:2])=[C:11]1[C:12]1[CH:13]=[N:14][CH:15]=[CH:16][CH:17]=1)[CH3:27]. The catalyst class is: 3. (5) Reactant: [OH:1][C@H:2]1[CH2:34][CH2:33][C@@:32]2([CH3:35])[C:4](=[CH:5][CH2:6][C@@H:7]3[C@@H:31]2[CH2:30][CH2:29][C@@:28]2([CH3:36])[C@H:8]3[CH2:9][CH2:10][C@@H:11]2[C@H:12]([CH3:27])[CH2:13][CH2:14][CH2:15][C@@H:16]([CH3:26])[CH2:17][O:18][Si](C(C)(C)C)(C)C)[C:3]1([CH3:38])[CH3:37].[F-].C([N+](CCCC)(CCCC)CCCC)CCC. Product: [CH3:38][C:3]1([CH3:37])[C@@H:2]([OH:1])[CH2:34][CH2:33][C@@:32]2([CH3:35])[C:4]1=[CH:5][CH2:6][C@@H:7]1[C@@H:31]2[CH2:30][CH2:29][C@@:28]2([CH3:36])[C@H:8]1[CH2:9][CH2:10][C@@H:11]2[C@H:12]([CH3:27])[CH2:13][CH2:14][CH2:15][C@@H:16]([CH3:26])[CH2:17][OH:18]. The catalyst class is: 5. (6) Reactant: [F:1][C:2]([F:30])([F:29])[C:3]([NH:6][C:7]([C:9]1[CH:10]=[C:11]([CH:26]=[CH:27][CH:28]=1)[CH2:12][N:13]1[CH2:18][CH2:17][N:16](C(OC(C)(C)C)=O)[CH2:15][CH2:14]1)=[O:8])([CH3:5])[CH3:4].FC(F)(F)C(O)=O. Product: [N:13]1([CH2:12][C:11]2[CH:10]=[C:9]([CH:28]=[CH:27][CH:26]=2)[C:7]([NH:6][C:3]([CH3:5])([CH3:4])[C:2]([F:29])([F:1])[F:30])=[O:8])[CH2:18][CH2:17][NH:16][CH2:15][CH2:14]1. The catalyst class is: 4.